From a dataset of Forward reaction prediction with 1.9M reactions from USPTO patents (1976-2016). Predict the product of the given reaction. The product is: [C:16]([N:20]1[CH2:25][CH2:24][N:23]([C:2]([NH:1][C:4]2[CH:13]=[CH:12][CH:11]=[CH:10][C:5]=2[C:6]([O:8][CH3:9])=[O:7])=[O:3])[CH2:22][CH2:21]1)([CH3:19])([CH3:18])[CH3:17]. Given the reactants [N:1]([C:4]1[CH:13]=[CH:12][CH:11]=[CH:10][C:5]=1[C:6]([O:8][CH3:9])=[O:7])=[C:2]=[O:3].Br.Br.[C:16]([N:20]1[CH2:25][CH2:24][NH:23][CH2:22][CH2:21]1)([CH3:19])([CH3:18])[CH3:17].C(N(CC)C(C)C)(C)C, predict the reaction product.